This data is from Catalyst prediction with 721,799 reactions and 888 catalyst types from USPTO. The task is: Predict which catalyst facilitates the given reaction. (1) Reactant: [NH2:1][C:2]1[C:15]2[C:6](=[CH:7][C:8]3[C:9]4[C:14]=2[C:13](=[O:16])[N:12]([CH2:17][CH2:18][N:19]([CH3:21])[CH3:20])[C:11](=[O:22])[C:10]=4[CH:23]=[CH:24][CH:25]=3)[CH:5]=[CH:4][CH:3]=1.[CH2:26]([N:29]=[C:30]=[S:31])[CH:27]=[CH2:28]. Product: [CH3:21][N:19]([CH3:20])[CH2:18][CH2:17][N:12]1[C:11](=[O:22])[C:10]2[CH:23]=[CH:24][CH:25]=[C:8]3[C:9]=2[C:14](=[C:15]2[C:2]([NH:1][C:30]([NH:29][CH2:26][CH:27]=[CH2:28])=[S:31])=[CH:3][CH:4]=[CH:5][C:6]2=[CH:7]3)[C:13]1=[O:16]. The catalyst class is: 10. (2) Reactant: [Cl:1][C:2]1[CH:7]=[C:6](/[CH:8]=[CH:9]/[CH:10]([C:15]2[CH:20]=[C:19]([Cl:21])[CH:18]=[C:17]([Cl:22])[CH:16]=2)[C:11]([F:14])([F:13])[F:12])[CH:5]=[CH:4][C:3]=1[CH2:23][NH2:24].C1C=CC2N([OH:34])N=NC=2C=1.CCN=C=NC[CH2:41][CH2:42]N(C)C.Cl.CCN(C(C)C)C(C)C. Product: [Cl:1][C:2]1[CH:7]=[C:6](/[CH:8]=[CH:9]/[CH:10]([C:15]2[CH:16]=[C:17]([Cl:22])[CH:18]=[C:19]([Cl:21])[CH:20]=2)[C:11]([F:13])([F:14])[F:12])[CH:5]=[CH:4][C:3]=1[CH2:23][NH:24][C:41](=[O:34])[CH3:42]. The catalyst class is: 18. (3) Reactant: [CH2:1]([N:3]1[C:7](N)=[CH:6][N:5]=[CH:4]1)[CH3:2].C([N:11](CC)CC)C.Cl[C:17]1[N:22]=[C:21]([Cl:23])[N:20]=[C:19]([Cl:24])[N:18]=1. Product: [Cl:24][C:19]1[N:20]=[C:21]([Cl:23])[N:22]=[C:17]([NH:11][C:6]2[N:5]=[CH:4][N:3]([CH2:1][CH3:2])[CH:7]=2)[N:18]=1. The catalyst class is: 8. (4) Reactant: [N:1]([CH2:4][CH2:5][C@H:6]([NH:11][C:12](=[O:34])[CH2:13][CH2:14][CH2:15][CH2:16][CH2:17][CH2:18][CH2:19][CH2:20][CH2:21][CH2:22][CH2:23][CH2:24][CH2:25][CH2:26][C:27]([O:29][C:30]([CH3:33])([CH3:32])[CH3:31])=[O:28])[C:7]([O:9]C)=[O:8])=[N+:2]=[N-:3].[Li+].[OH-].O. Product: [N:1]([CH2:4][CH2:5][C@H:6]([NH:11][C:12](=[O:34])[CH2:13][CH2:14][CH2:15][CH2:16][CH2:17][CH2:18][CH2:19][CH2:20][CH2:21][CH2:22][CH2:23][CH2:24][CH2:25][CH2:26][C:27]([O:29][C:30]([CH3:32])([CH3:31])[CH3:33])=[O:28])[C:7]([OH:9])=[O:8])=[N+:2]=[N-:3]. The catalyst class is: 1.